This data is from Cav3 T-type calcium channel HTS with 100,875 compounds. The task is: Binary Classification. Given a drug SMILES string, predict its activity (active/inactive) in a high-throughput screening assay against a specified biological target. (1) The drug is Clc1ccc(N(S(=O)(=O)C)C(C(=O)Nc2cc3OCOc3cc2)C)cc1. The result is 0 (inactive). (2) The result is 0 (inactive). The compound is o1c2c(c3c1cccc3)cc(OC)c(NC(=O)COc1c(OC)cccc1)c2. (3) The result is 0 (inactive). The molecule is s1nc(nc1NC(=O)C(C)(C)C)c1ccccc1.